This data is from Forward reaction prediction with 1.9M reactions from USPTO patents (1976-2016). The task is: Predict the product of the given reaction. (1) Given the reactants [CH3:1][O:2][C:3]([C:5]1[N:6]([CH2:25][C:26]2[CH:31]=[CH:30][C:29]([S:32]([CH3:35])(=[O:34])=[O:33])=[CH:28][CH:27]=2)[C:7](=[O:24])[C:8]2[C:13]([C:14]=1[C:15]1[CH:20]=[CH:19][C:18]([CH:21]=[O:22])=[CH:17][CH:16]=1)=[CH:12][C:11]([Cl:23])=[CH:10][CH:9]=2)=[O:4].[CH3:36][Mg]Br.S([O-])(O)(=O)=O.[K+], predict the reaction product. The product is: [CH3:1][O:2][C:3]([C:5]1[N:6]([CH2:25][C:26]2[CH:27]=[CH:28][C:29]([S:32]([CH3:35])(=[O:34])=[O:33])=[CH:30][CH:31]=2)[C:7](=[O:24])[C:8]2[C:13]([C:14]=1[C:15]1[CH:16]=[CH:17][C:18]([CH:21]([OH:22])[CH3:36])=[CH:19][CH:20]=1)=[CH:12][C:11]([Cl:23])=[CH:10][CH:9]=2)=[O:4]. (2) Given the reactants C([N:8]1[CH2:16][C:15]2[C:10](=[CH:11][CH:12]=[C:13]([C:17]3([OH:23])[CH2:22][CH2:21][O:20][CH2:19][CH2:18]3)[CH:14]=2)[CH2:9]1)C1C=CC=CC=1, predict the reaction product. The product is: [CH2:9]1[C:10]2[C:15](=[CH:14][C:13]([C:17]3([OH:23])[CH2:22][CH2:21][O:20][CH2:19][CH2:18]3)=[CH:12][CH:11]=2)[CH2:16][NH:8]1. (3) The product is: [NH2:1][C:2]1[C:7]([F:8])=[C:6]([C:20]2[CH:21]=[CH:22][C:17]([Cl:16])=[CH:18][CH:19]=2)[N:5]=[C:4]([C:10]([O:12][CH3:13])=[O:11])[C:3]=1[O:14][CH3:15]. Given the reactants [NH2:1][C:2]1[C:7]([F:8])=[C:6](Cl)[N:5]=[C:4]([C:10]([O:12][CH3:13])=[O:11])[C:3]=1[O:14][CH3:15].[Cl:16][C:17]1[CH:22]=[CH:21][C:20](B2OCCCO2)=[CH:19][CH:18]=1.[F-].[K+].C1C=C(S([O-])(=O)=O)C=C(P(C2C=CC=C(S([O-])(=O)=O)C=2)C2C=CC=C(S([O-])(=O)=O)C=2)C=1.[Na+].[Na+].[Na+], predict the reaction product. (4) Given the reactants [C:1]([O:5][C:6](=[O:42])[NH:7][C:8]1([C:12]2[CH:17]=[CH:16][C:15]([C:18]3[N:19]=C4C=C(B5OC(C)(C)C(C)(C)O5)C=CN4[C:35]=3[C:36]3[CH:41]=[CH:40][CH:39]=[CH:38][CH:37]=3)=[CH:14][CH:13]=2)[CH2:11][CH2:10][CH2:9]1)([CH3:4])([CH3:3])[CH3:2].Br[C:44]1[CH:49]=[CH:48][CH:47]=[CH:46][N:45]=1.O1[CH2:55][CH2:54]OCC1.[OH-].[Na+].O, predict the reaction product. The product is: [C:1]([O:5][C:6](=[O:42])[NH:7][C:8]1([C:12]2[CH:17]=[CH:16][C:15]([C:18]3[N:19]=[C:44]4[CH:49]=[C:48]([C:55]5[CH:54]=[CH:10][CH:9]=[CH:8][N:7]=5)[CH:47]=[CH:46][N:45]4[C:35]=3[C:36]3[CH:37]=[CH:38][CH:39]=[CH:40][CH:41]=3)=[CH:14][CH:13]=2)[CH2:11][CH2:10][CH2:9]1)([CH3:4])([CH3:2])[CH3:3]. (5) The product is: [CH3:1][O:2][C:3]1[C:4]([CH3:34])=[C:5]([C:25]([O:32][CH3:33])=[C:26]([O:30][CH3:31])[C:27]=1[O:28][CH3:29])[CH2:6][C:7]1[CH:8]=[CH:9][C:10]([C:11]2[CH:12]=[CH:49][CH:50]=[C:45]([O:44][CH3:43])[CH:16]=2)=[C:55]([CH:35]=1)[C:54]([O:57][CH3:58])=[O:56]. Given the reactants [CH3:1][O:2][C:3]1[C:4]([CH3:34])=[C:5]([C:25]([O:32][CH3:33])=[C:26]([O:30][CH3:31])[C:27]=1[O:28][CH3:29])[CH2:6][C:7]1[CH:8]=[CH:9][C:10](OS(C(F)(F)F)(=O)=O)=[C:11]([CH:16]=1)[C:12](OC)=O.[C:35](=O)([O-])[O-].[Na+].[Na+].[Cl-].[Li+].[CH3:43][O:44][C:45]1C=C(B(O)O)C=[CH:49][CH:50]=1.[C:54]([O:57][CH2:58]C)(=[O:56])[CH3:55], predict the reaction product. (6) Given the reactants [NH:1]1[CH2:7][CH2:6][CH:5]([CH2:8][OH:9])[NH:4][CH2:3][CH2:2]1.[OH-].[Na+].[C:12](O[C:12]([O:14][C:15]([CH3:18])([CH3:17])[CH3:16])=[O:13])([O:14][C:15]([CH3:18])([CH3:17])[CH3:16])=[O:13], predict the reaction product. The product is: [OH:9][CH2:8][CH:5]1[CH2:6][CH2:7][N:1]([C:12]([O:14][C:15]([CH3:18])([CH3:17])[CH3:16])=[O:13])[CH2:2][CH2:3][NH:4]1. (7) Given the reactants [Br:1][C:2]1[CH:10]=[CH:9][C:5]([C:6](O)=[O:7])=[C:4]([N+:11]([O-:13])=[O:12])[CH:3]=1.C(=O)([O-])O.[Na+], predict the reaction product. The product is: [Br:1][C:2]1[CH:10]=[CH:9][C:5]([CH2:6][OH:7])=[C:4]([N+:11]([O-:13])=[O:12])[CH:3]=1.